Dataset: Forward reaction prediction with 1.9M reactions from USPTO patents (1976-2016). Task: Predict the product of the given reaction. (1) Given the reactants [CH2:1]([O:3][C:4]([C:6]1[NH:10][C:9]2[S:11][CH:12]=[CH:13][C:8]=2[CH:7]=1)=[O:5])[CH3:2].[Cl:14]N1C(=O)CCC1=O, predict the reaction product. The product is: [CH2:1]([O:3][C:4]([C:6]1[NH:10][C:9]2[S:11][C:12]([Cl:14])=[CH:13][C:8]=2[CH:7]=1)=[O:5])[CH3:2]. (2) Given the reactants [C:1]([C:5]1[C:6]([OH:18])=[C:7]([C:11]([CH3:17])=[C:12]([S:14]C#N)[CH:13]=1)[C:8]([OH:10])=[O:9])([CH3:4])([CH3:3])[CH3:2].SCC(C(CS)O)O, predict the reaction product. The product is: [C:1]([C:5]1[C:6]([OH:18])=[C:7]([C:11]([CH3:17])=[C:12]([SH:14])[CH:13]=1)[C:8]([OH:10])=[O:9])([CH3:4])([CH3:3])[CH3:2]. (3) Given the reactants [CH3:1]/[C:2](/[NH2:6])=[CH:3]\[C:4]#[N:5].[CH3:7][C:8](=O)[CH2:9][C:10](=[O:12])[CH3:11].[CH2:14]=O, predict the reaction product. The product is: [C:10]([C:9]1[CH2:14][C:3]([C:4]#[N:5])=[C:2]([CH3:1])[NH:6][C:8]=1[CH3:7])(=[O:12])[CH3:11]. (4) Given the reactants [OH:1][C:2]1[C:3]([CH3:8])=[N:4][CH:5]=[CH:6][CH:7]=1.Cl[C:10]1[N:15]=[CH:14][N:13]=[C:12]2[N:16]([CH:19]3[CH2:24][CH2:23][N:22]([C:25]4[O:29][N:28]=[C:27]([CH:30]([CH3:32])[CH3:31])[N:26]=4)[CH2:21][CH2:20]3)[N:17]=[CH:18][C:11]=12.C(=O)([O-])[O-].[K+].[K+], predict the reaction product. The product is: [CH:30]([C:27]1[N:26]=[C:25]([N:22]2[CH2:23][CH2:24][CH:19]([N:16]3[C:12]4=[N:13][CH:14]=[N:15][C:10]([O:1][C:2]5[C:3]([CH3:8])=[N:4][CH:5]=[CH:6][CH:7]=5)=[C:11]4[CH:18]=[N:17]3)[CH2:20][CH2:21]2)[O:29][N:28]=1)([CH3:32])[CH3:31]. (5) The product is: [CH2:46]([O:45][CH2:44][C:43]1[N:39]([C:34]2[N:33]=[C:32]([N:2]3[CH2:4][CH2:5][CH2:10][CH2:11][CH2:3]3)[C:37]([CH3:38])=[CH:36][N:35]=2)[N:40]=[CH:41][C:42]=1[C:48]([NH:50][CH2:51][C:52]1[N:56]([CH3:57])[CH:55]=[N:54][CH:53]=1)=[O:49])[CH3:47]. Given the reactants C[N:2](/[CH:4]=[C:5](/[C:10](=O)[CH2:11]OCC)\C(OC)=O)[CH3:3].CN(/C=C(/C(=O)CCCC)\C(OC)=O)C.Cl[C:32]1[C:37]([CH3:38])=[CH:36][N:35]=[C:34]([N:39]2[C:43]([CH2:44][O:45][CH2:46][CH3:47])=[C:42]([C:48]([NH:50][CH2:51][C:52]3[N:56]([CH3:57])[CH:55]=[N:54][CH:53]=3)=[O:49])[CH:41]=[N:40]2)[N:33]=1, predict the reaction product. (6) Given the reactants [C:1]1([S:11]([C:14]2[C:22]3[C:17](=[CH:18][CH:19]=[C:20]([O:23][CH2:24][CH2:25]OS(C4C=CC(C)=CC=4)(=O)=O)[CH:21]=3)[NH:16][N:15]=2)(=[O:13])=[O:12])[C:10]2[C:5](=[CH:6][CH:7]=[CH:8][CH:9]=2)[CH:4]=[CH:3][CH:2]=1.C1COCC1.[CH3:42][NH:43][CH3:44], predict the reaction product. The product is: [CH3:42][N:43]([CH3:44])[CH2:25][CH2:24][O:23][C:20]1[CH:21]=[C:22]2[C:17](=[CH:18][CH:19]=1)[NH:16][N:15]=[C:14]2[S:11]([C:1]1[C:10]2[C:5](=[CH:6][CH:7]=[CH:8][CH:9]=2)[CH:4]=[CH:3][CH:2]=1)(=[O:13])=[O:12]. (7) The product is: [NH2:32][C:30](=[O:31])[CH:29]([OH:33])[CH:28]([NH:27][C:19](=[O:20])[C:18]1[CH:22]=[CH:23][CH:24]=[N:25][C:17]=1[N:15]1[CH:16]=[C:10]2[CH2:9][N:8]([CH2:1][C:2]3[CH:3]=[CH:4][CH:5]=[CH:6][CH:7]=3)[CH2:13][CH2:12][C:11]2=[N:14]1)[CH2:34][C:35]1[CH:36]=[CH:37][CH:38]=[CH:39][CH:40]=1. Given the reactants [CH2:1]([N:8]1[CH2:13][CH2:12][C:11]2=[N:14][N:15]([C:17]3[N:25]=[CH:24][CH:23]=[CH:22][C:18]=3[C:19]([O-])=[O:20])[CH:16]=[C:10]2[CH2:9]1)[C:2]1[CH:7]=[CH:6][CH:5]=[CH:4][CH:3]=1.[Na+].[NH2:27][CH:28]([CH2:34][C:35]1[CH:40]=[CH:39][CH:38]=[CH:37][CH:36]=1)[CH:29]([OH:33])[C:30]([NH2:32])=[O:31], predict the reaction product.